This data is from Experimentally validated miRNA-target interactions with 360,000+ pairs, plus equal number of negative samples. The task is: Binary Classification. Given a miRNA mature sequence and a target amino acid sequence, predict their likelihood of interaction. (1) Result: 0 (no interaction). The protein sequence of the target gene is MALPPSPLAMEYVNDFDLMKFEVKREPSEGRPGPPTASLGSTPYSSVPPSPTFSEPGMVGATEGTRPGLEELYWLATLQQQLGAGEALGLSPEEAMELLQGQGPVPVDGPHGYYPGSPEETGAQHVQLAERFSDAALVSMSVRELNRQLRGCGRDEALRLKQRRRTLKNRGYAQACRSKRLQQRRGLEAERARLAAQLDALRAEVARLARERDLYKARCDRLTSSGPGSGDPSHLFL. The miRNA is hsa-miR-548aq-5p with sequence GAAAGUAAUUGCUGUUUUUGCC. (2) The miRNA is hsa-miR-4436a with sequence GCAGGACAGGCAGAAGUGGAU. The protein sequence of the target gene is MAENREPRGAVEAELDPVEYTLRKRLPSRLPRRPNDIYVNMKTDFKAQLARCQKLLDGGARGQNACSEIYIHGLGLAINRAINIALQLQAGSFGSLQVAANTSTVELVDELEPETDTREPLTRIRNNSAIHIRVFRVTPK. Result: 1 (interaction).